From a dataset of Forward reaction prediction with 1.9M reactions from USPTO patents (1976-2016). Predict the product of the given reaction. (1) Given the reactants [Cl:1][C:2]1[CH:7]=[CH:6][C:5]([CH:8]2[C:12]3[N:13]([CH3:19])[N:14]=[C:15]([CH:16]4[CH2:18][CH2:17]4)[C:11]=3[C:10](=[O:20])[N:9]2[C:21]2[CH:22]=[C:23]([NH:31]C(=O)OC(C)(C)C)[C:24]3[N:25]([C:27]([CH3:30])=[N:28][N:29]=3)[CH:26]=2)=[CH:4][CH:3]=1.C(O)(C(F)(F)F)=O.C([O-])(O)=O.[Na+], predict the reaction product. The product is: [NH2:31][C:23]1[C:24]2[N:25]([C:27]([CH3:30])=[N:28][N:29]=2)[CH:26]=[C:21]([N:9]2[C:10](=[O:20])[C:11]3[C:15]([CH:16]4[CH2:18][CH2:17]4)=[N:14][N:13]([CH3:19])[C:12]=3[CH:8]2[C:5]2[CH:6]=[CH:7][C:2]([Cl:1])=[CH:3][CH:4]=2)[CH:22]=1. (2) The product is: [C:1]1([CH3:15])[CH:6]=[CH:5][CH:4]=[C:3]([C:7]2[O:11][CH:10]=[N:9][C:8]=2[C:12]([NH:16][C:17]2[CH:18]=[N:19][N:20]([CH2:22][CH2:23][NH:24][C:25](=[O:31])[O:26][C:27]([CH3:29])([CH3:28])[CH3:30])[CH:21]=2)=[O:14])[CH:2]=1. Given the reactants [C:1]1([CH3:15])[CH:6]=[CH:5][CH:4]=[C:3]([C:7]2[O:11][CH:10]=[N:9][C:8]=2[C:12]([OH:14])=O)[CH:2]=1.[NH2:16][C:17]1[CH:18]=[N:19][N:20]([CH2:22][CH2:23][NH:24][C:25](=[O:31])[O:26][C:27]([CH3:30])([CH3:29])[CH3:28])[CH:21]=1.CCN(C(C)C)C(C)C.CN(C(ON1N=NC2C=CC=NC1=2)=[N+](C)C)C.F[P-](F)(F)(F)(F)F, predict the reaction product. (3) Given the reactants [CH3:1][C:2]1[C:6]([N+:7]([O-])=O)=[C:5]([NH:10][C:11]([C:13]2[CH:18]=[CH:17][C:16](C(C(NC3C=CC=CC=3)=O)C(NC3C=CC=CC=3)=O)=[CH:15][CH:14]=2)=[O:12])[O:4][N:3]=1.[NH2:7][C:6]1[C:2]([CH3:1])=[N:3][O:4][C:5]=1[NH:10][C:11]([C:13]1[CH:18]=[CH:17][C:16](C(C(NC2C=CC=CC=2)=O)C(NC2C=CC=CC=2)=O)=[CH:15][CH:14]=1)=[O:12].O.O.[Sn](Cl)(Cl)(Cl)Cl, predict the reaction product. The product is: [NH2:7][C:6]1[C:2]([CH3:1])=[N:3][O:4][C:5]=1[NH:10][C:11](=[O:12])[C:13]1[CH:18]=[CH:17][CH:16]=[CH:15][CH:14]=1. (4) Given the reactants [NH2:1][C:2]1[CH:7]=[CH:6][C:5](Br)=[CH:4][N:3]=1.[N:9]1([S:15]([C:18]2[CH:23]=[CH:22][C:21]([SH:24])=[CH:20][CH:19]=2)(=[O:17])=[O:16])[CH2:14][CH2:13][CH2:12][CH2:11][CH2:10]1.[Cl:25][C:26]1[CH:31]=[C:30]([Cl:32])[CH:29]=[CH:28][C:27]=1[S:33](Cl)(=[O:35])=[O:34], predict the reaction product. The product is: [Cl:25][C:26]1[CH:31]=[C:30]([Cl:32])[CH:29]=[CH:28][C:27]=1[S:33]([NH:1][C:2]1[CH:7]=[CH:6][C:5]([S:24][C:21]2[CH:20]=[CH:19][C:18]([S:15]([N:9]3[CH2:10][CH2:11][CH2:12][CH2:13][CH2:14]3)(=[O:17])=[O:16])=[CH:23][CH:22]=2)=[CH:4][N:3]=1)(=[O:35])=[O:34]. (5) Given the reactants C(OC([N:8]1[CH2:17][CH2:16][C:15]2[C:10](=[CH:11][CH:12]=[C:13]([O:20]C)[C:14]=2[CH:18]=[O:19])[CH2:9]1)=O)(C)(C)C.[ClH:22], predict the reaction product. The product is: [ClH:22].[OH:20][C:13]1[CH:12]=[CH:11][C:10]2[CH2:9][NH:8][CH2:17][CH2:16][C:15]=2[C:14]=1[CH:18]=[O:19].